This data is from Reaction yield outcomes from USPTO patents with 853,638 reactions. The task is: Predict the reaction yield, written as a fraction of the theoretical maximum amount of product (1.0 means a 100% yield; for example, 0.34 means a 34% yield). (1) The reactants are [NH2:1][C:2]1[C:3]([N:23]2[CH2:28][CH2:27][N:26]([C:29]3[CH:34]=[CH:33][CH:32]=[CH:31][C:30]=3[CH3:35])[CH2:25][CH2:24]2)=[CH:4][C:5]([N:20]([CH3:22])[CH3:21])=[C:6]([CH:19]=1)[C:7]([NH:9][CH2:10][CH2:11][CH2:12][N:13]1[CH2:17][CH2:16][CH2:15][C:14]1=[O:18])=[O:8].[CH:36]1([C:39]2[O:40][CH:41]=[C:42]([C:44](O)=[O:45])[N:43]=2)[CH2:38][CH2:37]1.C(N(CC)C(C)C)(C)C.CN(C(ON1N=NC2C=CC=NC1=2)=[N+](C)C)C.F[P-](F)(F)(F)(F)F. The catalyst is CN(C)C=O.O. The product is [CH3:21][N:20]([CH3:22])[C:5]1[C:6]([C:7](=[O:8])[NH:9][CH2:10][CH2:11][CH2:12][N:13]2[CH2:17][CH2:16][CH2:15][C:14]2=[O:18])=[CH:19][C:2]([NH:1][C:44]([C:42]2[N:43]=[C:39]([CH:36]3[CH2:38][CH2:37]3)[O:40][CH:41]=2)=[O:45])=[C:3]([N:23]2[CH2:24][CH2:25][N:26]([C:29]3[CH:34]=[CH:33][CH:32]=[CH:31][C:30]=3[CH3:35])[CH2:27][CH2:28]2)[CH:4]=1. The yield is 0.700. (2) The reactants are [O-:1][N+:2]1[C:7]2[CH:8]=[C:9]3[C:13](=[CH:14][C:6]=2[N:5]=[C:4]([CH2:15][CH2:16][CH2:17][OH:18])[N:3]=1)[CH2:12][CH2:11][CH2:10]3.Cl.[CH3:20][N:21]([CH3:28])[CH2:22][CH2:23][CH2:24][C:25](O)=[O:26].C1CCC(N=C=NC2CCCCC2)CC1.CCN(CC)CC. The catalyst is CN(C1C=CN=CC=1)C.C(Cl)Cl. The product is [CH3:20][N:21]([CH3:28])[CH2:22][CH2:23][CH2:24][C:25]([O:18][CH2:17][CH2:16][CH2:15][C:4]1[N:3]=[N+:2]([O-:1])[C:7]2[CH:8]=[C:9]3[C:13]([CH2:12][CH2:11][CH2:10]3)=[CH:14][C:6]=2[N:5]=1)=[O:26]. The yield is 0.940. (3) The reactants are [Cl:1][C:2]1[CH:11]=[C:10]([CH3:12])[CH:9]=[CH:8][C:3]=1[C:4]([O:6]C)=[O:5].[Li+].[OH-]. The catalyst is C1COCC1.O. The product is [Cl:1][C:2]1[CH:11]=[C:10]([CH3:12])[CH:9]=[CH:8][C:3]=1[C:4]([OH:6])=[O:5]. The yield is 1.00. (4) The reactants are [CH:1]1([NH:6][C:7]2[N:16]=[CH:15][C:14]3[CH2:13][CH2:12][C:11]4[C:17]([C:21]([O-])=[O:22])=[N:18][N:19]([CH3:20])[C:10]=4[C:9]=3[N:8]=2)[CH2:5][CH2:4][CH2:3][CH2:2]1.[K+].C([N:27](C(C)C)C(C)C)C.N1(C([O-])=O)C2C=CC=CC=2N=N1.[NH4+]. The catalyst is CN(C)C=O.O1CCCC1.O. The product is [CH:1]1([NH:6][C:7]2[N:16]=[CH:15][C:14]3[CH2:13][CH2:12][C:11]4[C:17]([C:21]([NH2:27])=[O:22])=[N:18][N:19]([CH3:20])[C:10]=4[C:9]=3[N:8]=2)[CH2:2][CH2:3][CH2:4][CH2:5]1. The yield is 0.900. (5) The reactants are Cl.[NH:2]1[CH2:5][CH:4]([C:6]2[C:11]([Cl:12])=[N:10][CH:9]=[CH:8][N:7]=2)[CH2:3]1.Br[C:14]1[CH:23]=[CH:22][C:21]2[C:16](=[CH:17][CH:18]=[CH:19][CH:20]=2)[N:15]=1.C(=O)([O-])[O-].[Cs+].[Cs+]. The catalyst is CN(C=O)C.O. The product is [Cl:12][C:11]1[C:6]([CH:4]2[CH2:5][N:2]([C:14]3[CH:23]=[CH:22][C:21]4[C:16](=[CH:17][CH:18]=[CH:19][CH:20]=4)[N:15]=3)[CH2:3]2)=[N:7][CH:8]=[CH:9][N:10]=1. The yield is 0.450. (6) The reactants are Br[C:2]1[S:6][C:5]([N:7]2[CH2:12][CH2:11][C:10]([CH2:18][CH3:19])([C:13]([O:15][CH2:16][CH3:17])=[O:14])[CH2:9][CH2:8]2)=[N:4][CH:3]=1.[CH2:20]([NH:22][C:23]([NH:25][C:26]1[S:27][C:28]2[C:34]([C:35]3[CH:40]=[CH:39][CH:38]=[CH:37][N:36]=3)=[CH:33][C:32](B(O)O)=[CH:31][C:29]=2[N:30]=1)=[O:24])[CH3:21].C(=O)([O-])[O-].[Cs+].[Cs+].C(Cl)Cl. The catalyst is CN(C=O)C.C1C=CC(P(C2C=CC=CC=2)[C-]2C=CC=C2)=CC=1.C1C=CC(P(C2C=CC=CC=2)[C-]2C=CC=C2)=CC=1.Cl[Pd]Cl.[Fe+2]. The product is [CH2:18]([C:10]1([C:13]([O:15][CH2:16][CH3:17])=[O:14])[CH2:11][CH2:12][N:7]([C:5]2[S:6][C:2]([C:32]3[CH:33]=[C:34]([C:35]4[CH:40]=[CH:39][CH:38]=[CH:37][N:36]=4)[C:28]4[S:27][C:26]([NH:25][C:23](=[O:24])[NH:22][CH2:20][CH3:21])=[N:30][C:29]=4[CH:31]=3)=[CH:3][N:4]=2)[CH2:8][CH2:9]1)[CH3:19]. The yield is 0.360.